From a dataset of Forward reaction prediction with 1.9M reactions from USPTO patents (1976-2016). Predict the product of the given reaction. (1) Given the reactants Br[C:2]1[N:6]2[N:7]=[C:8]([Cl:11])[CH:9]=[CH:10][C:5]2=[N:4][CH:3]=1.[CH3:12][O:13][C:14]1[N:15]=[N:16][CH:17]=[CH:18][C:19]=1[Sn](CCCC)(CCCC)CCCC, predict the reaction product. The product is: [Cl:11][C:8]1[CH:9]=[CH:10][C:5]2[N:6]([C:2]([C:19]3[CH:18]=[CH:17][N:16]=[N:15][C:14]=3[O:13][CH3:12])=[CH:3][N:4]=2)[N:7]=1. (2) Given the reactants [BH4-].[Na+].C([O:6][C:7]1[CH:12]=[CH:11][CH:10]=[CH:9][C:8]=1[C@@H:13]1[O:27][C@:17]2([CH2:28][O:29][CH2:30][C:31]3[CH:36]=[CH:35][CH:34]=[CH:33][CH:32]=3)[C@@:18]([CH2:20][C:21]3[CH:26]=[CH:25][CH:24]=[CH:23][CH:22]=3)([OH:19])[C@H:14]1[O:15][CH2:16]2)C=C.Cl, predict the reaction product. The product is: [CH2:20]([C@@:18]1([OH:19])[C@@:17]2([CH2:16][O:15][C@H:14]1[C@H:13]([C:8]1[CH:9]=[CH:10][CH:11]=[CH:12][C:7]=1[OH:6])[O:27]2)[CH2:28][O:29][CH2:30][C:31]1[CH:36]=[CH:35][CH:34]=[CH:33][CH:32]=1)[C:21]1[CH:26]=[CH:25][CH:24]=[CH:23][CH:22]=1. (3) Given the reactants [OH:1][C:2]1[CH:7]=[CH:6][CH:5]=[CH:4][C:3]=1[C:8]1[N:13]=[C:12]([N:14]2[C:18]([C:19]([F:25])([F:24])[C:20]([F:23])([F:22])[F:21])=[C:17]([C:26]([O:28][CH2:29][CH3:30])=[O:27])[CH:16]=[N:15]2)[CH:11]=[CH:10][CH:9]=1.C(=O)([O-])[O-].[Cs+].[Cs+].[Br:37][C:38]1[CH:45]=[CH:44][C:41]([CH2:42]Br)=[CH:40][CH:39]=1.CN(C=O)C, predict the reaction product. The product is: [Br:37][C:38]1[CH:45]=[CH:44][C:41]([CH2:42][O:1][C:2]2[CH:7]=[CH:6][CH:5]=[CH:4][C:3]=2[C:8]2[N:13]=[C:12]([N:14]3[C:18]([C:19]([F:25])([F:24])[C:20]([F:23])([F:21])[F:22])=[C:17]([C:26]([O:28][CH2:29][CH3:30])=[O:27])[CH:16]=[N:15]3)[CH:11]=[CH:10][CH:9]=2)=[CH:40][CH:39]=1. (4) The product is: [OH:8][CH2:9][CH2:10][C:11](=[O:17])[C:12]([CH3:16])([CH3:15])[C:13]#[N:14]. Given the reactants C([O:8][CH2:9][CH2:10][C:11](=[O:17])[C:12]([CH3:16])([CH3:15])[C:13]#[N:14])C1C=CC=CC=1, predict the reaction product.